Dataset: Catalyst prediction with 721,799 reactions and 888 catalyst types from USPTO. Task: Predict which catalyst facilitates the given reaction. (1) Reactant: [O:1]=[C:2]1[N:6]=[C:5]2[C:7]3[CH:8]=[CH:9][CH:10]=[C:11]4[C:16]=3[C:15]([C:4]2=[C:3]1[C:17]#[N:18])=[CH:14][CH:13]=[CH:12]4.[CH3:19][C:20]1[CH:25]=[CH:24][C:23]([OH:26])=[CH:22][CH:21]=1. Product: [CH3:19][C:20]1[CH:25]=[CH:24][C:23]([O:26][C:12]2[C:11]3[C:16]4=[C:7]([C:5]5[C:4]([C:15]4=[CH:14][CH:13]=2)=[C:3]([C:17]#[N:18])[C:2](=[O:1])[N:6]=5)[CH:8]=[CH:9][CH:10]=3)=[CH:22][CH:21]=1. The catalyst class is: 10. (2) Reactant: Cl[C:2]1[N:10]=[C:9]2[C:5]([N:6]([CH2:23][C@H:24]3[CH2:29][CH2:28][C@H:27]([CH3:30])[CH2:26][CH2:25]3)[C:7]([N:11]3[CH2:16][CH2:15][O:14][CH2:13][C@H:12]3[C:17]3[CH:22]=[CH:21][CH:20]=[CH:19][CH:18]=3)=[N:8]2)=[C:4]([NH:31][CH2:32][C:33]2[CH:38]=[CH:37][C:36]([O:39][CH3:40])=[CH:35][C:34]=2[O:41][CH3:42])[N:3]=1.CC(C1C=C(C(C)C)C(C2C=CC=CC=2P(C2CCCCC2)C2CCCCC2)=C(C(C)C)C=1)C.C[C:78]([N:80](C)C)=O. Product: [CH3:42][O:41][C:34]1[CH:35]=[C:36]([O:39][CH3:40])[CH:37]=[CH:38][C:33]=1[CH2:32][NH:31][C:4]1[N:3]=[C:2]([C:78]#[N:80])[N:10]=[C:9]2[C:5]=1[N:6]([CH2:23][C@H:24]1[CH2:25][CH2:26][C@H:27]([CH3:30])[CH2:28][CH2:29]1)[C:7]([N:11]1[CH2:16][CH2:15][O:14][CH2:13][C@H:12]1[C:17]1[CH:22]=[CH:21][CH:20]=[CH:19][CH:18]=1)=[N:8]2. The catalyst class is: 507. (3) Reactant: [Cl:1][C:2]1[CH:3]=[CH:4][C:5]([C:8]([C:17]2[CH:22]=[C:21]([C:23]([F:26])([F:25])[F:24])[CH:20]=[C:19]([F:27])[CH:18]=2)([NH2:16])[CH2:9][C:10]2[CH:15]=[CH:14][CH:13]=[CH:12][CH:11]=2)=[N:6][CH:7]=1.[CH3:28][C:29]1[N:30]=[CH:31][NH:32][C:33]=1[CH:34]=O.C(O)(=O)C.[BH-](OC(C)=O)(OC(C)=O)OC(C)=O.[Na+]. Product: [Cl:1][C:2]1[CH:3]=[CH:4][C:5]([C:8]([C:17]2[CH:22]=[C:21]([C:23]([F:26])([F:24])[F:25])[CH:20]=[C:19]([F:27])[CH:18]=2)([NH:16][CH2:34][C:33]2[NH:32][CH:31]=[N:30][C:29]=2[CH3:28])[CH2:9][C:10]2[CH:11]=[CH:12][CH:13]=[CH:14][CH:15]=2)=[N:6][CH:7]=1. The catalyst class is: 68. (4) Reactant: [C:1]([C:5]1[CH:6]=[C:7]([CH3:12])[CH:8]=[CH:9][C:10]=1[F:11])([CH3:4])([CH3:3])[CH3:2].[Br:13]N1C(=O)CCC1=O.C(OOC(=O)C1C=CC=CC=1)(=O)C1C=CC=CC=1. Product: [C:1]([C:5]1[CH:6]=[C:7]([CH:8]=[CH:9][C:10]=1[F:11])[CH2:12][Br:13])([CH3:4])([CH3:3])[CH3:2]. The catalyst class is: 53.